The task is: Predict the product of the given reaction.. This data is from Forward reaction prediction with 1.9M reactions from USPTO patents (1976-2016). (1) Given the reactants Cl[C:2]1[N:7]=[CH:6][C:5]([O:8][C:9]2[CH:10]=[C:11]([N:15]([CH3:17])[CH3:16])[CH:12]=[CH:13][CH:14]=2)=[CH:4][CH:3]=1.[N:18]1([CH2:24][CH2:25][O:26][C:27]2[CH:28]=[C:29]([CH:31]=[CH:32][CH:33]=2)[NH2:30])[CH2:23][CH2:22][O:21][CH2:20][CH2:19]1.C1(P(C2C=CC=CC=2)C2C3OC4C(=CC=CC=4P(C4C=CC=CC=4)C4C=CC=CC=4)C(C)(C)C=3C=CC=2)C=CC=CC=1.C(=O)([O-])[O-].[Cs+].[Cs+], predict the reaction product. The product is: [CH3:16][N:15]([CH3:17])[C:11]1[CH:10]=[C:9]([CH:14]=[CH:13][CH:12]=1)[O:8][C:5]1[CH:4]=[CH:3][C:2]([NH:30][C:29]2[CH:31]=[CH:32][CH:33]=[C:27]([O:26][CH2:25][CH2:24][N:18]3[CH2:19][CH2:20][O:21][CH2:22][CH2:23]3)[CH:28]=2)=[N:7][CH:6]=1. (2) Given the reactants [Na].[CH3:2]CN(C(C)C)C(C)C.[OH:11][C:12]([C:14]([F:17])([F:16])[F:15])=[O:13].[F:18][C:19]1[CH:45]=[C:44]([O:46][CH3:47])[CH:43]=[CH:42][C:20]=1[O:21][CH:22]1[CH2:27][CH2:26][N:25]([C:28]2[N:29]=[C:30]3[CH2:41][CH2:40][NH:39][CH2:38][C:31]3=[N:32][C:33]=2[NH:34][CH:35]([CH3:37])[CH3:36])[CH2:24][CH2:23]1.C=O, predict the reaction product. The product is: [F:18][C:19]1[CH:45]=[C:44]([O:46][CH3:47])[CH:43]=[CH:42][C:20]=1[O:21][CH:22]1[CH2:23][CH2:24][N:25]([C:28]2[N:29]=[C:30]3[CH2:41][CH2:40][N:39]([CH3:2])[CH2:38][C:31]3=[N:32][C:33]=2[NH:34][CH:35]([CH3:37])[CH3:36])[CH2:26][CH2:27]1.[C:12]([OH:13])([C:14]([F:17])([F:16])[F:15])=[O:11]. (3) The product is: [F:12][C:13]1[CH:18]=[C:17]([S:19][C:20]([F:23])([F:22])[F:21])[CH:16]=[CH:15][C:14]=1[N:24]([CH3:28])[C:25]([NH:4][CH2:1][C:2]#[CH:3])=[O:26]. Given the reactants [CH2:1]([NH2:4])[C:2]#[CH:3].C(N(CC)CC)C.[F:12][C:13]1[CH:18]=[C:17]([S:19][C:20]([F:23])([F:22])[F:21])[CH:16]=[CH:15][C:14]=1[N:24]([CH3:28])[C:25](Cl)=[O:26], predict the reaction product. (4) Given the reactants [C:1]([C:4]1[N:9]=[C:8]([C:10]([O:12][CH3:13])=[O:11])[C:7]([O:14][CH3:15])=[C:6]([NH2:16])[CH:5]=1)(=[O:3])[CH3:2].[C:17](O[C:17]([O:19][C:20]([CH3:23])([CH3:22])[CH3:21])=[O:18])([O:19][C:20]([CH3:23])([CH3:22])[CH3:21])=[O:18], predict the reaction product. The product is: [C:1]([C:4]1[N:9]=[C:8]([C:10]([O:12][CH3:13])=[O:11])[C:7]([O:14][CH3:15])=[C:6]([N:16]([C:17]([O:19][C:20]([CH3:23])([CH3:22])[CH3:21])=[O:18])[C:17]([O:19][C:20]([CH3:23])([CH3:22])[CH3:21])=[O:18])[CH:5]=1)(=[O:3])[CH3:2]. (5) Given the reactants CC1(C)COB([C:8]2[CH:29]=[CH:28][C:11]3[C:12]4[N:13]=[C:14]([C:20]5[N:21]([CH:25]([CH3:27])[CH3:26])[N:22]=[CH:23][N:24]=5)[S:15][C:16]=4[CH2:17][CH2:18][O:19][C:10]=3[CH:9]=2)OC1.[C:31]([O:35][C:36]([N:38]1[CH2:43][CH2:42][C:41](=[O:44])[CH2:40][CH2:39]1)=[O:37])([CH3:34])([CH3:33])[CH3:32].[Cl-].C(C1C=CC=C(C(C)C)C=1[N+]1C=CN(C2C(C(C)C)=CC=CC=2C(C)C)C=1)(C)C.[F-].[Cs+], predict the reaction product. The product is: [C:31]([O:35][C:36]([N:38]1[CH2:43][CH2:42][C:41]([OH:44])([C:8]2[CH:29]=[CH:28][C:11]3[C:12]4[N:13]=[C:14]([C:20]5[N:21]([CH:25]([CH3:26])[CH3:27])[N:22]=[CH:23][N:24]=5)[S:15][C:16]=4[CH2:17][CH2:18][O:19][C:10]=3[CH:9]=2)[CH2:40][CH2:39]1)=[O:37])([CH3:34])([CH3:32])[CH3:33]. (6) The product is: [Cl:6][C:7]1[CH:16]=[CH:15][C:14]2[C:9](=[CH:10][CH:11]=[C:12]([CH3:17])[C:13]=2[N+:18]([O-:20])=[O:19])[N:8]=1. Given the reactants S(=O)(=O)(O)O.[Cl:6][C:7]1[CH:16]=[CH:15][C:14]2[C:9](=[CH:10][CH:11]=[C:12]([CH3:17])[CH:13]=2)[N:8]=1.[N+:18]([O-])([OH:20])=[O:19], predict the reaction product. (7) Given the reactants Cl.C(O[C:5]([C:7]1[CH:8]=[C:9]2[C:13](=[CH:14][CH:15]=1)[NH:12][N:11]=[C:10]2[C:16]1[CH:21]=[CH:20][C:19]([F:22])=[CH:18][CH:17]=1)=[NH:6])C.[NH2:23][NH:24][C:25](=O)[CH2:26][N:27]([CH3:29])[CH3:28].C(N(CC)CC)C, predict the reaction product. The product is: [F:22][C:19]1[CH:20]=[CH:21][C:16]([C:10]2[C:9]3[C:13](=[CH:14][CH:15]=[C:7]([C:5]4[NH:6][C:25]([CH2:26][N:27]([CH3:29])[CH3:28])=[N:24][N:23]=4)[CH:8]=3)[NH:12][N:11]=2)=[CH:17][CH:18]=1.